Dataset: Full USPTO retrosynthesis dataset with 1.9M reactions from patents (1976-2016). Task: Predict the reactants needed to synthesize the given product. The reactants are: F[C:2](F)(F)[C:3](O)=[O:4].[CH2:8]([O:10][C:11]([N:13]1[CH2:18][CH2:17][N:16]([C:19](=[O:54])[C@@H:20]([NH:24][C:25]([C:27]2[CH:31]=[C:30]([O:32][CH2:33][C:34]([N:36]3[CH2:40][CH2:39][CH2:38][C@H:37]3[C:41](=[O:47])[NH:42][CH:43]3[CH2:46][CH2:45][CH2:44]3)=[O:35])[N:29]([C:48]3[CH:53]=[CH:52][CH:51]=[CH:50][CH:49]=3)[N:28]=2)=[O:26])[CH2:21][CH2:22][NH2:23])[CH2:15][CH2:14]1)=[O:12])[CH3:9].N1C=CC=CC=1.CC(OC(C)=O)=O. Given the product [CH2:8]([O:10][C:11]([N:13]1[CH2:18][CH2:17][N:16]([C:19](=[O:54])[C@@H:20]([NH:24][C:25]([C:27]2[CH:31]=[C:30]([O:32][CH2:33][C:34]([N:36]3[CH2:40][CH2:39][CH2:38][C@H:37]3[C:41](=[O:47])[NH:42][CH:43]3[CH2:46][CH2:45][CH2:44]3)=[O:35])[N:29]([C:48]3[CH:53]=[CH:52][CH:51]=[CH:50][CH:49]=3)[N:28]=2)=[O:26])[CH2:21][CH2:22][NH:23][C:3](=[O:4])[CH3:2])[CH2:15][CH2:14]1)=[O:12])[CH3:9], predict the reactants needed to synthesize it.